Task: Predict which catalyst facilitates the given reaction.. Dataset: Catalyst prediction with 721,799 reactions and 888 catalyst types from USPTO (1) Reactant: Cl.[F:2][C:3]1[C:4]([O:16][C:17]2[C:18]([CH3:27])=[N:19][C:20]([S:23]([CH3:26])(=[O:25])=[O:24])=[CH:21][CH:22]=2)=[N:5][CH:6]=[N:7][C:8]=1[O:9][CH:10]1[CH2:15][CH2:14][NH:13][CH2:12][CH2:11]1.[C:28](=O)([O:37][C:38]1([CH3:41])[CH2:40][CH2:39]1)[O:29]N1C(=O)CCC1=O.C(N(CC)CC)C. Product: [F:2][C:3]1[C:8]([O:9][CH:10]2[CH2:15][CH2:14][N:13]([C:28]([O:37][C:38]3([CH3:41])[CH2:40][CH2:39]3)=[O:29])[CH2:12][CH2:11]2)=[N:7][CH:6]=[N:5][C:4]=1[O:16][C:17]1[C:18]([CH3:27])=[N:19][C:20]([S:23]([CH3:26])(=[O:24])=[O:25])=[CH:21][CH:22]=1. The catalyst class is: 2. (2) Reactant: [NH2:1][C:2]1[C:7]([NH:8][C:9]2[CH:14]=[CH:13][C:12]([I:15])=[CH:11][C:10]=2[F:16])=[C:6]([CH3:17])[C:5](=[O:18])[N:4]2[CH2:19][CH2:20][O:21][C:3]=12.[CH2:22]([O:29][CH2:30][CH:31]1[CH2:33][CH:32]1[S:34](Cl)(=[O:36])=[O:35])[C:23]1[CH:28]=[CH:27][CH:26]=[CH:25][CH:24]=1. Product: [F:16][C:10]1[CH:11]=[C:12]([I:15])[CH:13]=[CH:14][C:9]=1[NH:8][C:7]1[C:2]([NH:1][S:34]([CH:32]2[CH2:33][CH:31]2[CH2:30][O:29][CH2:22][C:23]2[CH:28]=[CH:27][CH:26]=[CH:25][CH:24]=2)(=[O:36])=[O:35])=[C:3]2[O:21][CH2:20][CH2:19][N:4]2[C:5](=[O:18])[C:6]=1[CH3:17]. The catalyst class is: 17.